From a dataset of Peptide-MHC class II binding affinity with 134,281 pairs from IEDB. Regression. Given a peptide amino acid sequence and an MHC pseudo amino acid sequence, predict their binding affinity value. This is MHC class II binding data. The peptide sequence is TSGSPIVNRNGEVIG. The MHC is DRB1_0901 with pseudo-sequence DRB1_0901. The binding affinity (normalized) is 0.306.